Dataset: Full USPTO retrosynthesis dataset with 1.9M reactions from patents (1976-2016). Task: Predict the reactants needed to synthesize the given product. (1) Given the product [N:59]([CH:2]1[CH2:7][CH2:6][CH2:5][C:4]([CH3:13])([C:8]([O:10][CH2:11][CH3:12])=[O:9])[CH2:3]1)=[N+:60]=[N-:61], predict the reactants needed to synthesize it. The reactants are: O[CH:2]1[CH2:7][CH2:6][CH2:5][C:4]([CH3:13])([C:8]([O:10][CH2:11][CH3:12])=[O:9])[CH2:3]1.C1(P(C2C=CC=CC=2)C2C=CC=CC=2)C=CC=CC=1.CCOC(/N=N/C(OCC)=O)=O.C1(P([N:59]=[N+:60]=[N-:61])(C2C=CC=CC=2)=O)C=CC=CC=1. (2) Given the product [Cl:1][C:2]1[CH:3]=[C:4]([N:9]2[C:18](=[O:19])[C:17]3[C:12](=[CH:13][CH:14]=[CH:15][CH:16]=3)[N:11]=[C:10]2[S:20][CH2:22][CH2:23][CH2:24][CH2:25][C:26]([NH:28][C:29]2[CH:30]=[C:31]3[C:35](=[CH:36][CH:37]=2)[CH2:34][CH2:33][CH2:32]3)=[O:27])[CH:5]=[CH:6][C:7]=1[F:8], predict the reactants needed to synthesize it. The reactants are: [Cl:1][C:2]1[CH:3]=[C:4]([N:9]2[C:18](=[O:19])[C:17]3[C:12](=[CH:13][CH:14]=[CH:15][CH:16]=3)[N:11]=[C:10]2[SH:20])[CH:5]=[CH:6][C:7]=1[F:8].Cl[CH2:22][CH2:23][CH2:24][CH2:25][C:26]([NH:28][C:29]1[CH:30]=[C:31]2[C:35](=[CH:36][CH:37]=1)[CH2:34][CH2:33][CH2:32]2)=[O:27]. (3) Given the product [NH2:23][C@@H:21]([CH3:22])[C:20]([NH:19][C@H:6]1[C:7]2[CH:18]=[CH:17][CH:16]=[CH:15][C:8]=2[C:9]2[CH:14]=[CH:13][CH:12]=[N:11][C:10]=2[N:4]([CH2:3][CH2:2][OH:1])[C:5]1=[O:32])=[O:31], predict the reactants needed to synthesize it. The reactants are: [OH:1][CH2:2][CH2:3][N:4]1[C:10]2[N:11]=[CH:12][CH:13]=[CH:14][C:9]=2[C:8]2[CH:15]=[CH:16][CH:17]=[CH:18][C:7]=2[CH:6]([NH:19][C:20](=[O:31])[C@@H:21]([NH:23]C(=O)OC(C)(C)C)[CH3:22])[C:5]1=[O:32].Cl.